Dataset: Full USPTO retrosynthesis dataset with 1.9M reactions from patents (1976-2016). Task: Predict the reactants needed to synthesize the given product. (1) Given the product [OH:23][C:20]([C:17]1[CH:18]=[CH:19][C:14]([C:13]([NH:12][C:4]2[CH:3]=[C:2]([N:31]3[CH2:32][CH2:33][CH:28]([CH2:27][O:26][CH3:25])[CH2:29][CH2:30]3)[N:7]3[N:8]=[CH:9][CH:10]=[C:6]3[N:5]=2)=[O:24])=[CH:15][CH:16]=1)([CH3:21])[CH3:22], predict the reactants needed to synthesize it. The reactants are: Cl[C:2]1[N:7]2[N:8]=[C:9](C)[CH:10]=[C:6]2[N:5]=[C:4]([NH:12][C:13](=[O:24])[C:14]2[CH:19]=[CH:18][C:17]([C:20]([OH:23])([CH3:22])[CH3:21])=[CH:16][CH:15]=2)[CH:3]=1.[CH3:25][O:26][CH2:27][CH:28]1[CH2:33][CH2:32][NH:31][CH2:30][CH2:29]1. (2) Given the product [C:2]([C:4]1[CH:5]=[C:6]([N:10]2[CH2:15][C@@H:14]3[CH2:16][C@H:11]2[CH2:12][N:13]3[C:17]2[CH:29]=[CH:28][C:20]([C:21]([OH:23])=[O:22])=[CH:19][CH:18]=2)[CH:7]=[CH:8][CH:9]=1)#[N:3], predict the reactants needed to synthesize it. The reactants are: Cl.[C:2]([C:4]1[CH:5]=[C:6]([N:10]2[CH2:15][C@@H:14]3[CH2:16][C@H:11]2[CH2:12][N:13]3[C:17]2[CH:29]=[CH:28][C:20]([C:21]([O:23]C(C)(C)C)=[O:22])=[CH:19][CH:18]=2)[CH:7]=[CH:8][CH:9]=1)#[N:3]. (3) Given the product [S:1]1[CH:5]=[CH:4][C:3]([C:14]([OH:16])=[O:15])=[C:2]1[C:6]([OH:8])=[O:7], predict the reactants needed to synthesize it. The reactants are: [S:1]1[CH:5]=[CH:4][CH:3]=[C:2]1[C:6]([OH:8])=[O:7].[Li]CCCC.[C:14](=[O:16])=[O:15].Cl. (4) The reactants are: [CH3:1]/[C:2](=[CH:8]\[C:9](=[O:11])[CH3:10])/[C:3]([O:5][CH2:6][CH3:7])=[O:4].[BH4-].[Na+].Cl. Given the product [OH:11][CH:9]([CH3:10])/[CH:8]=[C:2](\[CH3:1])/[C:3]([O:5][CH2:6][CH3:7])=[O:4], predict the reactants needed to synthesize it. (5) The reactants are: [C:1]([C:3]1[CH:7]=[CH:6][S:5][C:4]=1[N:8]=[C:9]([O:14][CH2:15][CH2:16][CH3:17])[O:10][CH2:11][CH2:12][CH3:13])#[N:2].[Cl:18]N1C(=O)CCC1=O. Given the product [Cl:18][C:6]1[S:5][C:4]([N:8]=[C:9]([O:14][CH2:15][CH2:16][CH3:17])[O:10][CH2:11][CH2:12][CH3:13])=[C:3]([C:1]#[N:2])[CH:7]=1, predict the reactants needed to synthesize it. (6) The reactants are: [OH:1][CH2:2][C:3]1([C:8]#[N:9])[CH2:7][CH2:6][CH2:5][CH2:4]1.[H-].[Na+].[CH2:12](Br)[C:13]1[CH:18]=[CH:17][CH:16]=[CH:15][CH:14]=1.O. Given the product [CH2:12]([O:1][CH2:2][C:3]1([C:8]#[N:9])[CH2:7][CH2:6][CH2:5][CH2:4]1)[C:13]1[CH:18]=[CH:17][CH:16]=[CH:15][CH:14]=1, predict the reactants needed to synthesize it. (7) Given the product [CH2:1]([O:3][C:4]1[N:8]([C:9]2[C:17]3[O:16][CH2:15][C@@H:14]([NH:18][C:19]4[CH:32]=[CH:31][C:22]5[C@H:23]([CH2:26][C:27]([OH:29])=[O:28])[CH2:24][O:25][C:21]=5[CH:20]=4)[C:13]=3[CH:12]=[CH:11][CH:10]=2)[C:7]2[CH:39]=[C:40]([F:44])[C:41]([F:43])=[CH:42][C:6]=2[N:5]=1)[CH3:2], predict the reactants needed to synthesize it. The reactants are: [CH2:1]([O:3][C:4]1[N:8]([C:9]2[C:17]3[O:16][CH2:15][C@@H:14]([N:18](C(=O)C(F)(F)F)[C:19]4[CH:32]=[CH:31][C:22]5[C@H:23]([CH2:26][C:27]([O:29]C)=[O:28])[CH2:24][O:25][C:21]=5[CH:20]=4)[C:13]=3[CH:12]=[CH:11][CH:10]=2)[C:7]2[CH:39]=[C:40]([F:44])[C:41]([F:43])=[CH:42][C:6]=2[N:5]=1)[CH3:2].[OH-].[Na+].Cl. (8) Given the product [CH3:10][O:9][C:3](=[O:8])/[CH:4]=[C:5](/[O-:6])\[CH3:7].[Na+:2], predict the reactants needed to synthesize it. The reactants are: [H-].[Na+:2].[C:3]([O:9][CH3:10])(=[O:8])[CH2:4][C:5]([CH3:7])=[O:6].[H][H]. (9) The reactants are: C1(C2N=C(C=C3CCNCC3)ON=2)C=CC=CC=1.C(OC([N:26]1[CH2:31][CH2:30][C:29](=[CH:32][C:33]2[O:37][N:36]=[C:35]([C:38]3[CH:43]=[CH:42][CH:41]=[C:40]([Cl:44])[CH:39]=3)[N:34]=2)[CH2:28][CH2:27]1)=O)(C)(C)C. Given the product [Cl:44][C:40]1[CH:39]=[C:38]([C:35]2[N:34]=[C:33]([CH:32]=[C:29]3[CH2:30][CH2:31][NH:26][CH2:27][CH2:28]3)[O:37][N:36]=2)[CH:43]=[CH:42][CH:41]=1, predict the reactants needed to synthesize it.